Dataset: Forward reaction prediction with 1.9M reactions from USPTO patents (1976-2016). Task: Predict the product of the given reaction. (1) Given the reactants [CH3:1][O:2][C:3]1[CH:36]=[C:35]([O:37][CH3:38])[CH:34]=[CH:33][C:4]=1[CH2:5][N:6]1[C:14](=[O:15])[NH:13][C:12]2[C:7]1=[N:8][C:9]([C:16]1[C:24]3[C:19](=[N:20][CH:21]=[CH:22][CH:23]=3)[N:18]([CH2:25][C:26]3[CH:31]=[CH:30][CH:29]=[CH:28][C:27]=3[F:32])[N:17]=1)=[N:10][CH:11]=2.C(=O)([O-])[O-].[Cs+].[Cs+].[CH3:45][O:46][CH2:47][CH2:48]Br.O, predict the reaction product. The product is: [CH3:1][O:2][C:3]1[CH:36]=[C:35]([O:37][CH3:38])[CH:34]=[CH:33][C:4]=1[CH2:5][N:6]1[C:14](=[O:15])[N:13]([CH2:48][CH2:47][O:46][CH3:45])[C:12]2[C:7]1=[N:8][C:9]([C:16]1[C:24]3[C:19](=[N:20][CH:21]=[CH:22][CH:23]=3)[N:18]([CH2:25][C:26]3[CH:31]=[CH:30][CH:29]=[CH:28][C:27]=3[F:32])[N:17]=1)=[N:10][CH:11]=2. (2) Given the reactants Br[C:2]1[CH:21]=[CH:20][C:5]([CH2:6][O:7][C@@H:8]2[CH2:13][O:12][C:11]3=[N:14][C:15]([N+:17]([O-:19])=[O:18])=[CH:16][N:10]3[CH2:9]2)=[C:4]([F:22])[CH:3]=1.[B:23]1([B:23]2[O:27][C:26]([CH3:29])([CH3:28])[C:25]([CH3:31])([CH3:30])[O:24]2)[O:27][C:26]([CH3:29])([CH3:28])[C:25]([CH3:31])([CH3:30])[O:24]1.CC([O-])=O.[K+], predict the reaction product. The product is: [F:22][C:4]1[CH:3]=[C:2]([B:23]2[O:27][C:26]([CH3:29])([CH3:28])[C:25]([CH3:31])([CH3:30])[O:24]2)[CH:21]=[CH:20][C:5]=1[CH2:6][O:7][C@@H:8]1[CH2:13][O:12][C:11]2=[N:14][C:15]([N+:17]([O-:19])=[O:18])=[CH:16][N:10]2[CH2:9]1. (3) Given the reactants [Si]([O:8][CH2:9][C:10]1[CH:11]=[C:12]([CH:37]=[CH:38][C:39]=1[CH2:40][O:41][Si](C(C)(C)C)(C)C)[CH2:13][O:14][C:15]1[CH:16]=[C:17](/[C:21](/[CH2:35][CH3:36])=[CH:22]/[CH:23]=[CH:24]/[C:25]([C:31]([F:34])([F:33])[F:32])([OH:30])[C:26]([F:29])([F:28])[F:27])[CH:18]=[CH:19][CH:20]=1)(C(C)(C)C)(C)C.[F-].C([N+](CCCC)(CCCC)CCCC)CCC, predict the reaction product. The product is: [OH:8][CH2:9][C:10]1[CH:11]=[C:12]([CH:37]=[CH:38][C:39]=1[CH2:40][OH:41])[CH2:13][O:14][C:15]1[CH:16]=[C:17](/[C:21](/[CH2:35][CH3:36])=[CH:22]/[CH:23]=[CH:24]/[C:25]([C:26]([F:27])([F:28])[F:29])([OH:30])[C:31]([F:33])([F:34])[F:32])[CH:18]=[CH:19][CH:20]=1. (4) Given the reactants [OH:1][C:2]1[CH:10]=[CH:9][C:5]2[O:6][CH2:7][O:8][C:4]=2[CH:3]=1.C(=O)([O-])[O-].[K+].[K+].[CH3:17][C:18]([CH3:20])=O.C(Br)C#C, predict the reaction product. The product is: [CH2:20]([O:1][C:2]1[CH:10]=[CH:9][C:5]2[O:6][CH2:7][O:8][C:4]=2[CH:3]=1)[C:18]#[CH:17]. (5) Given the reactants [NH2:1][C:2]1[CH:11]=[CH:10][C:5]([C:6]([O:8][CH3:9])=[O:7])=[CH:4][CH:3]=1.[O:12]1[CH2:16][CH2:15][CH2:14][S:13]1(=[O:18])=[O:17], predict the reaction product. The product is: [CH3:9][O:8][C:6](=[O:7])[C:5]1[CH:4]=[CH:3][C:2]([NH:1][CH2:16][CH2:15][CH2:14][S:13]([OH:18])(=[O:17])=[O:12])=[CH:11][CH:10]=1. (6) Given the reactants [CH2:1]([N:5](CCCC)CCCC)[CH2:2]CC.[CH:14]1[CH:19]=[C:18]2[CH:20]([CH2:27][O:28]C(NCC(O)=O)=O)[C:21]3[C:26]([C:17]2=[CH:16][CH:15]=1)=[CH:25][CH:24]=[CH:23][CH:22]=3.ClC(OCC(C)C)=[O:38].[NH2:44][C@H:45]1[CH2:68][CH2:67][C@@:66]2([CH3:69])[C@H:47]([CH2:48][CH2:49][C@@H:50]3[C@@H:65]2[CH2:64][C:63](=[O:70])[C@@:62]2([CH3:71])[C@H:51]3[CH2:52][CH2:53][C@@H:54]2[C@H:55]([CH3:61])[CH2:56][CH2:57][C:58]([OH:60])=[O:59])[CH2:46]1, predict the reaction product. The product is: [CH:22]1[C:21]2[CH:20]([CH2:27][O:28][NH:5][CH2:1][C:2]([NH:44][C@H:45]3[CH2:68][CH2:67][C@@:66]4([CH3:69])[C@H:47]([CH2:48][CH2:49][C@@H:50]5[C@@H:65]4[CH2:64][C:63](=[O:70])[C@@:62]4([CH3:71])[C@H:51]5[CH2:52][CH2:53][C@@H:54]4[C@H:55]([CH3:61])[CH2:56][CH2:57][C:58]([OH:60])=[O:59])[CH2:46]3)=[O:38])[C:18]3[C:17](=[CH:16][CH:15]=[CH:14][CH:19]=3)[C:26]=2[CH:25]=[CH:24][CH:23]=1. (7) Given the reactants [C:1]1([C:7]2[CH:12]=[CH:11][N:10]=[C:9]([NH2:13])[N:8]=2)[CH:6]=[CH:5][CH:4]=[CH:3][CH:2]=1.Br[C:15]1[CH:20]=[CH:19][C:18]([CH:21]([NH:26][C:27](=[O:33])[O:28][C:29]([CH3:32])([CH3:31])[CH3:30])[C:22]([F:25])([F:24])[F:23])=[CH:17][CH:16]=1.CC1(C)C2C(=C(P(C3C=CC=CC=3)C3C=CC=CC=3)C=CC=2)OC2C(P(C3C=CC=CC=3)C3C=CC=CC=3)=CC=CC1=2.C([O-])([O-])=O.[Cs+].[Cs+], predict the reaction product. The product is: [F:23][C:22]([F:24])([F:25])[CH:21]([NH:26][C:27](=[O:33])[O:28][C:29]([CH3:32])([CH3:30])[CH3:31])[C:18]1[CH:19]=[CH:20][C:15]([NH:13][C:9]2[N:8]=[C:7]([C:1]3[CH:2]=[CH:3][CH:4]=[CH:5][CH:6]=3)[CH:12]=[CH:11][N:10]=2)=[CH:16][CH:17]=1.